This data is from Reaction yield outcomes from USPTO patents with 853,638 reactions. The task is: Predict the reaction yield, written as a fraction of the theoretical maximum amount of product (1.0 means a 100% yield; for example, 0.34 means a 34% yield). (1) The reactants are [C:1]([O:5][C:6]([N:8]1[CH2:13][CH2:12][CH2:11][CH2:10][C@@H:9]1[CH2:14][OH:15])=[O:7])([CH3:4])([CH3:3])[CH3:2].[N+:16]([C:19]1[CH:26]=[CH:25][CH:24]=[C:23]([N+]([O-])=O)[C:20]=1[C:21]#[N:22])([O-:18])=[O:17].[H-].[Na+]. The catalyst is C1COCC1. The product is [C:1]([O:5][C:6]([N:8]1[CH2:13][CH2:12][CH2:11][CH2:10][C@@H:9]1[CH2:14][O:15][C:23]1[CH:24]=[CH:25][CH:26]=[C:19]([N+:16]([O-:18])=[O:17])[C:20]=1[C:21]#[N:22])=[O:7])([CH3:4])([CH3:3])[CH3:2]. The yield is 0.910. (2) The reactants are [CH:1]1N=C[N:3]([C:6]([N:8]2C=N[CH:10]=[CH:9]2)=[O:7])[CH:2]=1.[CH2:13](N(CC)CC)C.[F:20][C:21]1[CH:27]=[C:26]([I:28])[CH:25]=CC=1N.C1(N)CC1. The yield is 0.934. The catalyst is CN(C)C=O.O.C1(C)C=CC=CC=1. The product is [CH:9]1([NH:8][C:6]([NH:3][C:2]2[CH:1]=[CH:25][C:26]([I:28])=[CH:27][C:21]=2[F:20])=[O:7])[CH2:10][CH2:13]1. (3) The reactants are [CH3:1][N:2]([CH3:21])[C:3]1[CH:8]=[CH:7][C:6]([CH:9]([O:19]C)[C@H:10]([CH3:18])/[CH:11]=[CH:12]/[CH:13]=[CH:14]/[C:15]([OH:17])=[O:16])=[CH:5][CH:4]=1.[C:22](C1C(=O)C(Cl)=C(Cl)C(=O)C=1C#N)#N.C(Cl)Cl. The catalyst is C(Cl)Cl.O. The product is [CH3:18][C@@H:10]([C:9]([C:6]1[CH:5]=[CH:4][C:3]([N:2]([CH3:21])[CH3:1])=[CH:8][CH:7]=1)=[O:19])/[CH:11]=[C:12](/[CH:13]=[CH:14]/[C:15]([OH:17])=[O:16])\[CH3:22]. The yield is 0.870. (4) The reactants are C(Cl)(=O)C(Cl)=O.[CH:7]1([NH:10][C:11](=[O:46])[C:12]2[CH:17]=[CH:16][C:15]([C:18]3[N:22]4[N:23]=[C:24]([CH:34]([C:36]5[CH:41]=[CH:40][C:39]([O:42][CH3:43])=[C:38]([F:44])[CH:37]=5)[OH:35])[CH:25]=[C:26]([NH:27][CH2:28][CH2:29][C:30]([F:33])([F:32])[F:31])[C:21]4=[N:20][CH:19]=3)=[CH:14][C:13]=2[CH3:45])[CH2:9][CH2:8]1.C(N(CC)CC)C.O. The catalyst is ClCCl.CS(C)=O. The product is [CH:7]1([NH:10][C:11](=[O:46])[C:12]2[CH:17]=[CH:16][C:15]([C:18]3[N:22]4[N:23]=[C:24]([C:34](=[O:35])[C:36]5[CH:41]=[CH:40][C:39]([O:42][CH3:43])=[C:38]([F:44])[CH:37]=5)[CH:25]=[C:26]([NH:27][CH2:28][CH2:29][C:30]([F:33])([F:31])[F:32])[C:21]4=[N:20][CH:19]=3)=[CH:14][C:13]=2[CH3:45])[CH2:8][CH2:9]1. The yield is 0.800.